Dataset: Forward reaction prediction with 1.9M reactions from USPTO patents (1976-2016). Task: Predict the product of the given reaction. (1) The product is: [Cl:22][C:16]1[CH:17]=[C:18]([Cl:21])[CH:19]=[CH:20][C:15]=1[C:13]1[N:14]=[C:10](/[CH:9]=[CH:8]/[C:5]2[CH:6]=[CH:7][C:2]([C:30]3[CH:31]=[CH:32][C:27]([OH:26])=[CH:28][CH:29]=3)=[CH:3][C:4]=2[F:25])[N:11]([CH2:23][CH3:24])[CH:12]=1. Given the reactants Br[C:2]1[CH:7]=[CH:6][C:5](/[CH:8]=[CH:9]/[C:10]2[N:11]([CH2:23][CH3:24])[CH:12]=[C:13]([C:15]3[CH:20]=[CH:19][C:18]([Cl:21])=[CH:17][C:16]=3[Cl:22])[N:14]=2)=[C:4]([F:25])[CH:3]=1.[OH:26][C:27]1[CH:32]=[CH:31][C:30](B(O)O)=[CH:29][CH:28]=1, predict the reaction product. (2) The product is: [C:28]([O:27][C:25](=[O:26])[C:24]([CH3:36])([CH3:23])[CH2:32][OH:33])([CH3:31])([CH3:29])[CH3:30]. Given the reactants C(O[AlH-](OC(C)(C)C)OC(C)(C)C)(C)(C)C.[Li+].O1CCCC1.[CH3:23][C:24]([CH3:36])([C:32](OC)=[O:33])[C:25]([O:27][C:28]([CH3:31])([CH3:30])[CH3:29])=[O:26].[Cl-].[NH4+].C(OCC)(=O)C, predict the reaction product.